Task: Predict the reaction yield, written as a fraction of the theoretical maximum amount of product (1.0 means a 100% yield; for example, 0.34 means a 34% yield).. Dataset: Reaction yield outcomes from USPTO patents with 853,638 reactions (1) The reactants are [C:1]([Si:5]([CH3:13])([CH3:12])[O:6][CH2:7][CH2:8][CH:9]1[CH2:11][O:10]1)([CH3:4])([CH3:3])[CH3:2].[F:14][C:15]1[CH:16]=[C:17]([CH:19]=[CH:20][C:21]=1[CH3:22])[NH2:18]. The catalyst is CC#N. The product is [C:1]([Si:5]([CH3:13])([CH3:12])[O:6][CH2:7][CH2:8][CH:9]([OH:10])[CH2:11][NH:18][C:17]1[CH:19]=[CH:20][C:21]([CH3:22])=[C:15]([F:14])[CH:16]=1)([CH3:4])([CH3:3])[CH3:2]. The yield is 0.860. (2) The reactants are Cl[C:2]1[C:11]2[C:6](=[CH:7][C:8]([O:16][CH3:17])=[C:9]([C:12]([O:14][CH3:15])=[O:13])[CH:10]=2)[N:5]=[CH:4][CH:3]=1.[OH:18][C:19]1[CH:20]=[C:21]2[C:25](=[CH:26][CH:27]=1)[NH:24][CH:23]=[CH:22]2.C(N(C(C)C)CC)(C)C. The catalyst is CN1CCCC1=O. The product is [CH3:15][O:14][C:12]([C:9]1[CH:10]=[C:11]2[C:6](=[CH:7][C:8]=1[O:16][CH3:17])[N:5]=[CH:4][CH:3]=[C:2]2[O:18][C:19]1[CH:20]=[C:21]2[C:25](=[CH:26][CH:27]=1)[NH:24][CH:23]=[CH:22]2)=[O:13]. The yield is 0.298. (3) The reactants are [F:1][C:2]([F:41])([F:40])[C:3]([C:9]1[CH:10]=[C:11]2[C:15](=[CH:16][CH:17]=1)[N:14]([CH2:18][C:19]1[N:20]=[C:21]([C:25]3[CH:30]=[CH:29][C:28]([O:31]CC4C=CC=CC=4)=[CH:27][CH:26]=3)[O:22][C:23]=1[CH3:24])[C:13]([CH3:39])=[CH:12]2)([OH:8])[C:4]([F:7])([F:6])[F:5]. The catalyst is CO.[Pd]. The product is [CH3:24][C:23]1[O:22][C:21]([C:25]2[CH:26]=[CH:27][C:28]([OH:31])=[CH:29][CH:30]=2)=[N:20][C:19]=1[CH2:18][N:14]1[C:15]2[C:11](=[CH:10][C:9]([C:3]([OH:8])([C:2]([F:41])([F:40])[F:1])[C:4]([F:5])([F:6])[F:7])=[CH:17][CH:16]=2)[CH:12]=[C:13]1[CH3:39]. The yield is 0.870. (4) The reactants are C(=O)(OC(C)(C)C)OC/C=[C:5](\[CH2:7][CH2:8]/[CH:9]=[C:10](\[CH2:12][CH2:13][CH:14]=[C:15]([CH3:17])C)/C)/C. The catalyst is [N+](C)([O-])=O. The product is [CH2:5]1[C@@H:7]2[C@@H:13]([CH2:12][CH2:10][CH2:9][CH2:8]2)[CH2:14][CH2:15][CH2:17]1. The yield is 0.280. (5) The reactants are CS(O)(=O)=O.[NH2:6][CH2:7][C:8]1[CH:9]=[C:10]2[C:14](=[CH:15][CH:16]=1)[C:13](=[O:17])[N:12]([CH:18]1[CH2:23][CH2:22][C:21](=[O:24])[NH:20][C:19]1=[O:25])[CH2:11]2.[Cl:26][C:27]1[CH:28]=[C:29]([C:34]([F:39])([F:38])[C:35](O)=[O:36])[CH:30]=[CH:31][C:32]=1[CH3:33].C(N(CC)C(C)C)(C)C.F[P-](F)(F)(F)(F)F.CN(C(N(C)C)=[N+]1C2C(=NC=CC=2)[N+]([O-])=N1)C. The catalyst is CN(C)C=O.O. The product is [Cl:26][C:27]1[CH:28]=[C:29]([C:34]([F:38])([F:39])[C:35]([NH:6][CH2:7][C:8]2[CH:9]=[C:10]3[C:14](=[CH:15][CH:16]=2)[C:13](=[O:17])[N:12]([CH:18]2[CH2:23][CH2:22][C:21](=[O:24])[NH:20][C:19]2=[O:25])[CH2:11]3)=[O:36])[CH:30]=[CH:31][C:32]=1[CH3:33]. The yield is 0.140. (6) The reactants are [Cl:1][C:2]1[CH:3]=[C:4]([CH:23]=[CH:24][CH:25]=1)[CH2:5][O:6][C:7]1[CH:16]=[C:15]2[C:10]([CH:11]=[C:12]([C:17]([CH3:22])([CH3:21])[C:18](Cl)=[O:19])[CH:13]=[N:14]2)=[CH:9][CH:8]=1.[OH-].[NH4+:27]. The catalyst is C1COCC1. The product is [Cl:1][C:2]1[CH:3]=[C:4]([CH:23]=[CH:24][CH:25]=1)[CH2:5][O:6][C:7]1[CH:16]=[C:15]2[C:10]([CH:11]=[C:12]([C:17]([CH3:22])([CH3:21])[C:18]([NH2:27])=[O:19])[CH:13]=[N:14]2)=[CH:9][CH:8]=1. The yield is 0.100.